Task: Predict the reaction yield, written as a fraction of the theoretical maximum amount of product (1.0 means a 100% yield; for example, 0.34 means a 34% yield).. Dataset: Reaction yield outcomes from USPTO patents with 853,638 reactions (1) The reactants are Cl[C:2]1=[N:3][C:4]2[CH:16]=[CH:15][CH:14]=[CH:13][C:5]=2[O:6][C:7]2[CH:12]=[CH:11][CH:10]=[CH:9][C:8]1=2.[CH3:17][O:18][C:19]([C:21]1[CH:26]=[CH:25][C:24](B(O)O)=[CH:23][CH:22]=1)=[O:20].C([O-])([O-])=O.[Na+].[Na+].CCOC(C)=O. The catalyst is COCCOC.C1C=CC([P]([Pd]([P](C2C=CC=CC=2)(C2C=CC=CC=2)C2C=CC=CC=2)([P](C2C=CC=CC=2)(C2C=CC=CC=2)C2C=CC=CC=2)[P](C2C=CC=CC=2)(C2C=CC=CC=2)C2C=CC=CC=2)(C2C=CC=CC=2)C2C=CC=CC=2)=CC=1. The product is [CH:9]1[C:8]2[C:2]([C:24]3[CH:25]=[CH:26][C:21]([C:19]([O:18][CH3:17])=[O:20])=[CH:22][CH:23]=3)=[N:3][C:4]3[CH:16]=[CH:15][CH:14]=[CH:13][C:5]=3[O:6][C:7]=2[CH:12]=[CH:11][CH:10]=1. The yield is 0.990. (2) The reactants are [CH2:1]([O:5][C:6]1[CH:11]=[CH:10][CH:9]=[CH:8][C:7]=1[C:12](=O)/[CH:13]=[CH:14]/[C:15]1[CH:16]=[C:17]2[C:21](=[CH:22][CH:23]=1)[NH:20][N:19]=[C:18]2[CH3:24])[CH:2]([CH3:4])[CH3:3].N1([CH2:35][C:36]([NH2:38])=[O:37])C2C=CC=CC=2N=N1.[OH-].[Na+]. The catalyst is CCO. The product is [CH3:24][C:18]1[C:17]2[C:21](=[CH:22][CH:23]=[C:15]([C:14]3[CH:13]=[C:12]([C:7]4[CH:8]=[CH:9][CH:10]=[CH:11][C:6]=4[O:5][CH2:1][CH:2]([CH3:4])[CH3:3])[NH:38][C:36](=[O:37])[CH:35]=3)[CH:16]=2)[NH:20][N:19]=1. The yield is 0.214. (3) The reactants are Cl[C:2]1[N:26]=[CH:25][C:5]2[C:6]3[N:10]([CH2:11][CH2:12][O:13][C:4]=2[CH:3]=1)[CH:9]=[C:8]([C:14]1[N:15]([CH2:20][C:21]([F:24])([F:23])[F:22])[N:16]=[C:17]([CH3:19])[N:18]=1)[N:7]=3.[CH3:27][C:28]1[CH:39]=[CH:38][CH:37]=[CH:36][C:29]=1[CH2:30][CH:31]1[CH2:35][CH2:34][CH2:33][NH:32]1.CN1C(=O)CCC1. The catalyst is C(N(CC)CC)C. The product is [CH3:19][C:17]1[N:18]=[C:14]([C:8]2[N:7]=[C:6]3[C:5]4[CH:25]=[N:26][C:2]([N:32]5[CH2:33][CH2:34][CH2:35][CH:31]5[CH2:30][C:29]5[CH:36]=[CH:37][CH:38]=[CH:39][C:28]=5[CH3:27])=[CH:3][C:4]=4[O:13][CH2:12][CH2:11][N:10]3[CH:9]=2)[N:15]([CH2:20][C:21]([F:24])([F:22])[F:23])[N:16]=1. The yield is 0.480. (4) The reactants are Br[C:2]1[C:10]2[C:5](=[CH:6][N:7]=[CH:8][CH:9]=2)[N:4]([CH3:11])[CH:3]=1.[Li]CCCC.[CH3:17][C:18]1([CH3:29])[C:22]([CH3:24])([CH3:23])[O:21][B:20](OC(C)C)[O:19]1. The catalyst is C1COCC1. The product is [CH3:11][N:4]1[C:5]2=[CH:6][N:7]=[CH:8][CH:9]=[C:10]2[C:2]([B:20]2[O:21][C:22]([CH3:24])([CH3:23])[C:18]([CH3:29])([CH3:17])[O:19]2)=[CH:3]1. The yield is 0.590. (5) The reactants are [Cl:1][C:2]1[CH:7]=[CH:6][C:5]([C:8]2[N:13]([CH2:14][C:15]3[CH:20]=[CH:19][C:18]([O:21][CH3:22])=[CH:17][C:16]=3[O:23][CH3:24])[C:12](=[O:25])[C:11]([C:26]([O:28][CH3:29])=[O:27])=[C:10]([OH:30])[C:9]=2[CH2:31][CH3:32])=[CH:4][CH:3]=1.[H-].[Na+].Cl[CH2:36][O:37][CH3:38]. The product is [Cl:1][C:2]1[CH:7]=[CH:6][C:5]([C:8]2[N:13]([CH2:14][C:15]3[CH:20]=[CH:19][C:18]([O:21][CH3:22])=[CH:17][C:16]=3[O:23][CH3:24])[C:12](=[O:25])[C:11]([C:26]([O:28][CH3:29])=[O:27])=[C:10]([O:30][CH2:36][O:37][CH3:38])[C:9]=2[CH2:31][CH3:32])=[CH:4][CH:3]=1. The catalyst is CN(C=O)C. The yield is 0.880. (6) The reactants are [Cl:1][C:2]1[CH:3]=[C:4]([C:10]2[CH:14]=[CH:13][N:12]([CH2:15][C@@H:16]([NH:18][C:19]([C:21]3[CH:25]=[C:24]([C:26]([OH:29])([CH3:28])[CH3:27])[O:23][N:22]=3)=[O:20])[CH3:17])[N:11]=2)[CH:5]=[CH:6][C:7]=1[C:8]#[N:9].[C:30](OC(=O)C)(=[O:32])[CH3:31]. The catalyst is CN(C1C=CN=CC=1)C.N1C=CC=CC=1. The product is [C:30]([O:29][C:26]([C:24]1[O:23][N:22]=[C:21]([C:19](=[O:20])[NH:18][C@@H:16]([CH3:17])[CH2:15][N:12]2[CH:13]=[CH:14][C:10]([C:4]3[CH:5]=[CH:6][C:7]([C:8]#[N:9])=[C:2]([Cl:1])[CH:3]=3)=[N:11]2)[CH:25]=1)([CH3:28])[CH3:27])(=[O:32])[CH3:31]. The yield is 0.990.